Dataset: Full USPTO retrosynthesis dataset with 1.9M reactions from patents (1976-2016). Task: Predict the reactants needed to synthesize the given product. Given the product [CH:1]1([CH:7]([NH:24][C:25]2[CH:26]=[CH:27][C:28]([C:68]([N:67]([CH3:70])[CH2:66][CH2:37][C:38]([O:40][CH2:41][CH3:42])=[O:39])=[O:69])=[CH:32][CH:33]=2)[C:8]2[CH:12]=[C:11]([C:13]3[CH:18]=[CH:17][C:16]([O:19][CH2:20][S:21][CH3:22])=[CH:15][CH:14]=3)[O:10][C:9]=2[CH3:23])[CH2:6][CH2:5][CH2:4][CH2:3][CH2:2]1, predict the reactants needed to synthesize it. The reactants are: [CH:1]1([CH:7]([NH:24][C:25]2[CH:33]=[CH:32][C:28](C(O)=O)=[CH:27][CH:26]=2)[C:8]2[CH:12]=[C:11]([C:13]3[CH:18]=[CH:17][C:16]([O:19][CH2:20][S:21][CH3:22])=[CH:15][CH:14]=3)[O:10][C:9]=2[CH3:23])[CH2:6][CH2:5][CH2:4][CH2:3][CH2:2]1.CNC[CH2:37][C:38]([O:40][CH2:41][CH3:42])=[O:39].Cl.C(N=C=NCCCN(C)C)C.O.OC1C2N=NNC=2C=CC=1.[CH3:66][N:67]([CH3:70])[CH:68]=[O:69].